From a dataset of Reaction yield outcomes from USPTO patents with 853,638 reactions. Predict the reaction yield, written as a fraction of the theoretical maximum amount of product (1.0 means a 100% yield; for example, 0.34 means a 34% yield). (1) The reactants are [CH3:1][C:2]1[N:3]=[CH:4][C:5]2[C:10]([CH:11]=1)=[CH:9][CH:8]=[CH:7][CH:6]=2.[N+:12]([O-])([O-:14])=[O:13].[K+].[OH-].[Na+]. The catalyst is S(=O)(=O)(O)O. The product is [CH3:1][C:2]1[N:3]=[CH:4][C:5]2[C:10]([CH:11]=1)=[C:9]([N+:12]([O-:14])=[O:13])[CH:8]=[CH:7][CH:6]=2. The yield is 0.420. (2) The reactants are [F:1][C:2]1[CH:7]=[CH:6][C:5]([C:8]2[O:9][CH:10]=[C:11]([CH2:13][C:14]#[N:15])[N:12]=2)=[CH:4][CH:3]=1.Cl.Cl[CH2:18][CH2:19][N:20]([CH3:22])[CH3:21]. No catalyst specified. The product is [CH3:21][N:20]([CH3:22])[CH2:19][CH2:18][CH:13]([C:11]1[N:12]=[C:8]([C:5]2[CH:4]=[CH:3][C:2]([F:1])=[CH:7][CH:6]=2)[O:9][CH:10]=1)[C:14]#[N:15]. The yield is 0.480. (3) The yield is 0.380. No catalyst specified. The reactants are F[C:2]1[C:3]([CH3:22])=[N:4][C:5]2[C:10]([N:11]=1)=[C:9]([C:12]1[NH:20][C:19]3[CH2:18][CH2:17][NH:16][C:15](=[O:21])[C:14]=3[CH:13]=1)[CH:8]=[CH:7][CH:6]=2.[CH3:23][C:24]1([NH2:28])[CH2:27][O:26][CH2:25]1.CCN(C(C)C)C(C)C. The product is [CH3:22][C:3]1[C:2]([NH:28][C:24]2([CH3:23])[CH2:27][O:26][CH2:25]2)=[N:11][C:10]2[C:5](=[CH:6][CH:7]=[CH:8][C:9]=2[C:12]2[NH:20][C:19]3[CH2:18][CH2:17][NH:16][C:15](=[O:21])[C:14]=3[CH:13]=2)[N:4]=1. (4) The reactants are [CH3:1][O:2][C:3]1[CH:8]=[CH:7][C:6]([N:9]([CH3:22])[C:10]([CH:12]2[C:21]3[C:16](=[CH:17][CH:18]=[CH:19][CH:20]=3)[CH2:15][CH2:14][CH2:13]2)=O)=[CH:5][CH:4]=1. The catalyst is C1COCC1.S(C)C. The product is [CH3:1][O:2][C:3]1[CH:4]=[CH:5][C:6]([N:9]([CH3:22])[CH2:10][CH:12]2[C:21]3[C:16](=[CH:17][CH:18]=[CH:19][CH:20]=3)[CH2:15][CH2:14][CH2:13]2)=[CH:7][CH:8]=1. The yield is 0.530. (5) The reactants are [N:1]1[CH:6]=[CH:5][CH:4]=[N:3][C:2]=1[NH2:7].O[CH:9]1[C:17]2[C:12](=[CH:13][C:14]([O:20][CH3:21])=[CH:15][C:16]=2[O:18][CH3:19])[C:11](=[O:22])[O:10]1.CCCCCCC. The catalyst is C(O)C. The product is [CH3:19][O:18][C:16]1[C:17]([CH:9]=[N:7][C:2]2[N:3]=[CH:4][CH:5]=[CH:6][N:1]=2)=[C:12]([CH:13]=[C:14]([O:20][CH3:21])[CH:15]=1)[C:11]([OH:22])=[O:10]. The yield is 0.720. (6) The reactants are [CH:1]1([CH:7]([C:9]2[C:10]([CH2:20][CH2:21][C:22]3[CH:27]=[CH:26][CH:25]=[CH:24][CH:23]=3)=[N:11][N:12]([C:14]3[CH:19]=[CH:18][CH:17]=[CH:16][CH:15]=3)[CH:13]=2)O)[CH2:6][CH2:5][CH2:4][CH2:3][CH2:2]1.[NH2:28][C:29]1[CH:34]=[CH:33][C:32]([C:35]([NH:37][CH2:38][CH2:39][C:40]([O:42]CC)=[O:41])=[O:36])=[CH:31][CH:30]=1. No catalyst specified. The product is [CH:1]1([CH:7]([NH:28][C:29]2[CH:30]=[CH:31][C:32]([C:35]([NH:37][CH2:38][CH2:39][C:40]([OH:42])=[O:41])=[O:36])=[CH:33][CH:34]=2)[C:9]2[C:10]([CH2:20][CH2:21][C:22]3[CH:27]=[CH:26][CH:25]=[CH:24][CH:23]=3)=[N:11][N:12]([C:14]3[CH:19]=[CH:18][CH:17]=[CH:16][CH:15]=3)[CH:13]=2)[CH2:6][CH2:5][CH2:4][CH2:3][CH2:2]1. The yield is 0.410. (7) The reactants are [C:1]([N:8]1[CH2:12][C@@H:11]([NH2:13])[CH2:10][C@H:9]1[C:14]([N:16]1[CH2:21][CH2:20][N:19]([CH3:22])[CH2:18][CH2:17]1)=[O:15])([O:3][C:4]([CH3:7])([CH3:6])[CH3:5])=[O:2].CC(C)([O-])C.[Na+].C(P(C(C)(C)C)C1C=CC=CC=1C1C=CC=CC=1)(C)(C)C.Br[C:51]1[CH:56]=[CH:55][C:54]([F:57])=[CH:53][C:52]=1[F:58]. The catalyst is C1(C)C=CC=CC=1.C1C=CC(/C=C/C(/C=C/C2C=CC=CC=2)=O)=CC=1.C1C=CC(/C=C/C(/C=C/C2C=CC=CC=2)=O)=CC=1.C1C=CC(/C=C/C(/C=C/C2C=CC=CC=2)=O)=CC=1.[Pd].[Pd]. The product is [C:1]([N:8]1[CH2:12][C@@H:11]([NH:13][C:51]2[CH:56]=[CH:55][C:54]([F:57])=[CH:53][C:52]=2[F:58])[CH2:10][C@H:9]1[C:14]([N:16]1[CH2:17][CH2:18][N:19]([CH3:22])[CH2:20][CH2:21]1)=[O:15])([O:3][C:4]([CH3:7])([CH3:6])[CH3:5])=[O:2]. The yield is 0.780. (8) The reactants are [Cl:1][C:2]1[CH:7]=[CH:6][C:5]([C@@:8]23[O:15][C@@:12]([CH2:16][OH:17])([CH2:13][O:14]2)[C@@H:11]([OH:18])[C@H:10]([OH:19])[C@H:9]3[OH:20])=[CH:4][C:3]=1[CH2:21][C:22]1[CH:27]=[CH:26][C:25]([O:28][CH2:29][CH3:30])=[CH:24][CH:23]=1.CO[CH:33](OC)[C:34]1[CH:39]=[CH:38][CH:37]=[CH:36][CH:35]=1.O.C1(C)C=CC(S(O)(=O)=O)=CC=1.[Na]. The catalyst is C(#N)C. The product is [Cl:1][C:2]1[CH:7]=[CH:6][C:5]([C@:8]23[O:15][C@@:12]4([CH2:16][O:17][CH:33]([C:34]5[CH:39]=[CH:38][CH:37]=[CH:36][CH:35]=5)[O:18][C@H:11]4[C@H:10]([OH:19])[C@H:9]2[OH:20])[CH2:13][O:14]3)=[CH:4][C:3]=1[CH2:21][C:22]1[CH:23]=[CH:24][C:25]([O:28][CH2:29][CH3:30])=[CH:26][CH:27]=1. The yield is 1.00.